From a dataset of Forward reaction prediction with 1.9M reactions from USPTO patents (1976-2016). Predict the product of the given reaction. Given the reactants CC(C[AlH]CC(C)C)C.C[O:11][C:12](=O)/[CH:13]=[CH:14]/[CH2:15][C:16]1[CH:17]=[N:18][CH:19]=[C:20]([C@@H:22]2[CH2:25][CH2:24][N:23]2[C:26]([O:28][C:29]([CH3:32])([CH3:31])[CH3:30])=[O:27])[CH:21]=1, predict the reaction product. The product is: [C:29]([O:28][C:26]([N:23]1[CH2:24][CH2:25][C@H:22]1[C:20]1[CH:21]=[C:16]([CH2:15]/[CH:14]=[CH:13]/[CH2:12][OH:11])[CH:17]=[N:18][CH:19]=1)=[O:27])([CH3:32])([CH3:31])[CH3:30].